Dataset: Experimentally validated miRNA-target interactions with 360,000+ pairs, plus equal number of negative samples. Task: Binary Classification. Given a miRNA mature sequence and a target amino acid sequence, predict their likelihood of interaction. (1) The miRNA is hsa-miR-548n with sequence CAAAAGUAAUUGUGGAUUUUGU. The protein sequence of the target gene is MFWKFDLHSSSHIDTLLEREDVTLKELMDEEDVLQECKAQNRKLIEFLLKAECLEDLVSFIIEEPPQDMDEKIRYKYPNISCELLTSDVSQMNDRLGEDESLLMKLYSFLLNDSPLNPLLASFFSKVLSILISRKPEQIVDFLKKKHDFVDLIIKHIGTSAIMDLLLRLLTCIEPPQPRQDVLNWLNEEKIIQRLVEIVHPSQEEDRHSNASQSLCEIVRLSRDQMLQIQNSTEPDPLLATLEKQEIIEQLLSNIFHKEKNESAIVSAIQILLTLLETRRPTFEGHIEICPPGMSHSACS.... Result: 1 (interaction). (2) The miRNA is hsa-miR-6746-5p with sequence CCGGGAGAAGGAGGUGGCCUGG. The protein sequence of the target gene is MSIHIVALGNEGDTFHQDNRPSGLIRTYLGRSPLVSGDESSLLLNAASTVARPVFTEYQASAFGNVKLVVHDCPVWDIFDSDWYTSRNLIGGADIIVIKYNVNDKFSFHEVKDNYIPVIKRASNSVPVIIAAVGTRQNEELPCTCPLCTSDRGSCVTTTEGIQLAKELGATYLELHSLDDFYIGKYFGGVLEYFMIQALNQKTSEKMKKRKMTSSFHGIRPPQLEQPEKMPVLKAEASHYHSDLNNLLLCCQCVDVVFYHPEVTGVVEAHKIVLCSVSHVFMLLFNVKSPADIQDSSIIR.... Result: 0 (no interaction). (3) The miRNA is hsa-miR-3925-3p with sequence ACUCCAGUUUUAGUUCUCUUG. The protein sequence of the target gene is MKEWKSKMEISEEKKSARAASEKLQRQITQECELVETSNSEDRLLKHWVSPLKDAMRHLPSQESGIREMHIIPQKAIVGEIGHGCNEGEKILSAGESSHRYEVSGQNFKQKSGLTEHQKIHNINKTYECKECEKTFNRSSNLIIHQRIHTGNKPYVCNECGKDSNQSSNLIIHQRIHTGKKPYICHECGKDFNQSSNLVRHKQIHSGGNPYECKECGKAFKGSSNLVLHQRIHSRGKPYLCNKCGKAFSQSTDLIIHHRIHTGEKPYECYDCGQMFSQSSHLVPHQRIHTGEKPLKCNEC.... Result: 1 (interaction). (4) The miRNA is hsa-miR-944 with sequence AAAUUAUUGUACAUCGGAUGAG. The protein sequence of the target gene is MDPETRGQEIIKVTPLQQMLASCTGAILTSVIVTPLDVVKIRLQAQNNPLPKGKCFVYSNGLMDHLCVCEEGGNKLWYKKPGNFQGTLDAFFKIIRNEGIKSLWSGLPPTLVMAVPATVIYFTCYDQLSALLRSKLGENETCIPIVAGIVARFGAVTVISPLELIRTKMQSKKFSYVELHRFVSKKVSEDGWISLWRGWAPTVLRDVPFSAMYWYNYEILKKWLCEKSGLYEPTFMINFTSGALSGSFAAVATLPFDVVKTQKQTQLWTYESHKISMPLHMSTWIIMKNIVAKNGFSGLF.... Result: 1 (interaction). (5) The miRNA is rno-miR-139-5p with sequence UCUACAGUGCACGUGUCUCCAG. The protein sequence of the target gene is MSYTLDSLGNPSAYRRVTETRSSFSRVSGSPSSGFRSQSWSRGSPSTVSSSYKRSMLAPRLAYSSAMLSSAESSLDFSQSSSLLNGGSGPGGDYKLSRSNEKEQLQGLNDRFAGYIEKVHYLEQQNKEIEAEIQALRQKQASHAQLGDAYDQEIRELRATLEMVNHEKAQVQLDSDHLEEDIHRLKERFEEEARLRDDTEAAIRALRKDIEEASLVKVELDKKVQSLQDEVAFLRSNHEEEVADLLAQIQASHITVERKDYLKTDISTALKEIRSQLESHSDQNMHQAEEWFKCRYAKLT.... Result: 0 (no interaction). (6) The miRNA is mmu-miR-9-5p with sequence UCUUUGGUUAUCUAGCUGUAUGA. The protein sequence of the target gene is MQPPIRENMLRERTVRLQYGSRVEAVYVLGTQLWTDVYSAAPAGAKTFSLKHSEGVKVEVVRDGEAEEVVTNGKQRWALSPSSTLRLSMAQASTEASSDKVTVNYYEEEGSAPIDQAGLFLTAIEISLDVDADRDGEVEKNNPKKASWTWGPEGQGAILLVNCDRDTPWLPKEDCSDEKVYSKQDLQDMSQMILRTKGPDRLPAGYEIVLYISMSDSDKVGVFYVENPFFGQRYIHILGRQKLYHVVKYTGGSAELLFFVEGLCFPDESFSGLVSIHVSLLEYMAEGIPLTPIFTDTVMF.... Result: 1 (interaction). (7) The miRNA is mmu-miR-7b-5p with sequence UGGAAGACUUGUGAUUUUGUUGUU. The protein sequence of the target gene is MSELKDCPLQFHDFKSVDHLKVCPRYTAVLARSEDDGIGIEELDTLQLELETLLSSASRRLRVLEAETQILTDWQDKKGDRRFLKLGRDHELGAPPKHGKPKKQKLEGKTGHGPGPGPGRPKSKNVQPKIQEYEFTDDPIDVPRIPKNDAPNRFWASVEPYCADITSEEVRTLEELLKPPEDEAEHYKIPPLGKHYSQRWAQEDLLEEQKDGARAAAVADKKKGLIGPLTELDTKDVDALLKKSEAQHEQPEDGCPFGALTQRLLQALVEENIISPMEDSPIPDMSGKESGADGASTSPR.... Result: 1 (interaction).